Dataset: Reaction yield outcomes from USPTO patents with 853,638 reactions. Task: Predict the reaction yield, written as a fraction of the theoretical maximum amount of product (1.0 means a 100% yield; for example, 0.34 means a 34% yield). (1) The catalyst is CN(C=O)C.O. The product is [CH3:2][O:3][C:4](=[O:27])[C@H:5]([CH2:7][C:8]1[CH:9]=[CH:10][C:11]([C:14]2[C:15](=[O:26])[N:16]([CH3:25])[C:17]([CH3:24])=[CH:18][C:19]=2[C:20]([F:21])([F:22])[F:23])=[CH:12][CH:13]=1)[NH:6][C:31]([C:30]1[C:34]([CH3:38])=[CH:35][CH:36]=[CH:37][C:29]=1[Cl:28])=[O:32]. The yield is 0.750. The reactants are Cl.[CH3:2][O:3][C:4](=[O:27])[C@H:5]([CH2:7][C:8]1[CH:13]=[CH:12][C:11]([C:14]2[C:15](=[O:26])[N:16]([CH3:25])[C:17]([CH3:24])=[CH:18][C:19]=2[C:20]([F:23])([F:22])[F:21])=[CH:10][CH:9]=1)[NH2:6].[Cl:28][C:29]1[CH:37]=[CH:36][CH:35]=[C:34]([CH3:38])[C:30]=1[C:31](O)=[O:32].CN(C(ON1N=NC2C=CC=CC1=2)=[N+](C)C)C.F[P-](F)(F)(F)(F)F.CCN(C(C)C)C(C)C. (2) The reactants are Br[C:2]1[S:3][C:4]([CH3:8])=[C:5]([CH3:7])[N:6]=1.[CH2:9]([N:13]1[N:17]=[C:16]2[CH:18]=[CH:19][CH:20]=[CH:21][C:15]2=[N:14]1)[CH2:10][C:11]#[CH:12]. No catalyst specified. The product is [CH3:7][C:5]1[N:6]=[C:2]([C:12]#[C:11][CH2:10][CH2:9][N:13]2[N:14]=[C:15]3[CH:21]=[CH:20][CH:19]=[CH:18][C:16]3=[N:17]2)[S:3][C:4]=1[CH3:8]. The yield is 0.170. (3) The reactants are [F:1][CH:2]([F:17])[CH2:3][NH:4][CH:5]1[CH2:11][CH2:10][C:9]2[CH:12]=[C:13]([NH2:16])[CH:14]=[CH:15][C:8]=2[CH2:7][CH2:6]1.Cl[C:19]1[N:24]=[C:23]([NH:25][C:26]2[CH:31]=[CH:30][CH:29]=[CH:28][C:27]=2[C:32]2[N:33]([CH3:37])[CH:34]=[CH:35][N:36]=2)[C:22]([Cl:38])=[CH:21][N:20]=1. No catalyst specified. The product is [Cl:38][C:22]1[C:23]([NH:25][C:26]2[CH:31]=[CH:30][CH:29]=[CH:28][C:27]=2[C:32]2[N:33]([CH3:37])[CH:34]=[CH:35][N:36]=2)=[N:24][C:19]([NH:16][C:13]2[CH:14]=[CH:15][C:8]3[CH2:7][CH2:6][CH:5]([NH:4][CH2:3][CH:2]([F:17])[F:1])[CH2:11][CH2:10][C:9]=3[CH:12]=2)=[N:20][CH:21]=1. The yield is 0.290. (4) The catalyst is CCCCC.C1COCC1. The product is [Si:10]([O:13][CH:14]([C:19]1([CH2:23][CH2:24][CH3:25])[CH2:22][CH2:21][CH2:20]1)[CH2:15][CH:16]=[CH:17][CH2:26][OH:27])([C:6]([CH3:9])([CH3:8])[CH3:7])([CH3:12])[CH3:11]. The reactants are C([Li])(C)(C)C.[C:6]([Si:10]([O:13][CH:14]([C:19]1([CH2:23][CH2:24][CH3:25])[CH2:22][CH2:21][CH2:20]1)[CH2:15][CH:16]=[CH:17]I)([CH3:12])[CH3:11])([CH3:9])([CH3:8])[CH3:7].[CH2:26]=[O:27]. The yield is 0.330. (5) The reactants are [Mg].II.Br[CH2:5][CH:6]1[CH2:9][CH2:8][CH2:7]1.[C:10]1([S:16]([N:19]2[C:23]3=[N:24][CH:25]=[C:26]([F:28])[CH:27]=[C:22]3[CH:21]=[C:20]2[C:29]([C:31]2[CH:36]=[CH:35][C:34]([S:37][CH3:38])=[CH:33][CH:32]=2)=[O:30])(=[O:18])=[O:17])[CH:15]=[CH:14][CH:13]=[CH:12][CH:11]=1. The catalyst is O1CCCC1. The product is [C:10]1([S:16]([N:19]2[C:23]3=[N:24][CH:25]=[C:26]([F:28])[CH:27]=[C:22]3[CH:21]=[C:20]2[C:29]([C:31]2[CH:32]=[CH:33][C:34]([S:37][CH3:38])=[CH:35][CH:36]=2)([OH:30])[CH2:5][CH:6]2[CH2:9][CH2:8][CH2:7]2)(=[O:17])=[O:18])[CH:11]=[CH:12][CH:13]=[CH:14][CH:15]=1. The yield is 0.269. (6) The reactants are [C:1]1([OH:7])([OH:6])[CH:5]=CCC1.C(N([CH2:13][CH3:14])CC)C.[C:15]([O:18][C:19](=[O:21])[CH3:20])(=O)[CH3:16].Cl.Cl[CH2:24]Cl. The catalyst is CN(C1C=CN=CC=1)C. The product is [C:19]([O:18][C@@H:15]1[CH2:14][C@H:13]([O:7][C:1](=[O:6])[CH3:5])[CH:24]=[CH:16]1)(=[O:21])[CH3:20]. The yield is 0.680. (7) The reactants are Cl.[NH2:2][CH2:3][CH2:4][NH:5][C:6](=[O:13])/[CH:7]=[CH:8]/[C:9]([O:11][CH3:12])=[O:10].[C:14](O)(=[O:34])[CH2:15][CH2:16][CH2:17]/[CH:18]=[CH:19]\[CH2:20]/[CH:21]=[CH:22]\[CH2:23]/[CH:24]=[CH:25]\[CH2:26]/[CH:27]=[CH:28]\[CH2:29]/[CH:30]=[CH:31]\[CH2:32][CH3:33].CN(C(ON1N=NC2C=CC=NC1=2)=[N+](C)C)C.F[P-](F)(F)(F)(F)F.CCN(C(C)C)C(C)C. The catalyst is CC#N.CCOC(C)=O. The product is [C:14]([NH:2][CH2:3][CH2:4][NH:5][C:6](=[O:13])/[CH:7]=[CH:8]/[C:9]([O:11][CH3:12])=[O:10])(=[O:34])[CH2:15][CH2:16][CH2:17]/[CH:18]=[CH:19]\[CH2:20]/[CH:21]=[CH:22]\[CH2:23]/[CH:24]=[CH:25]\[CH2:26]/[CH:27]=[CH:28]\[CH2:29]/[CH:30]=[CH:31]\[CH2:32][CH3:33]. The yield is 0.890. (8) The reactants are Br[C:2]1[CH:3]=[CH:4][C:5]2[N:6]([N:8]=[C:9]([NH:11][C:12](=[O:19])[C:13]3[CH:18]=[CH:17][CH:16]=[N:15][CH:14]=3)[N:10]=2)[CH:7]=1.[NH2:20][C:21]1[CH:22]=[C:23](B(O)O)[CH:24]=[CH:25][CH:26]=1. No catalyst specified. The product is [NH2:20][C:21]1[CH:26]=[C:25]([C:2]2[CH:3]=[CH:4][C:5]3[N:6]([N:8]=[C:9]([NH:11][C:12](=[O:19])[C:13]4[CH:18]=[CH:17][CH:16]=[N:15][CH:14]=4)[N:10]=3)[CH:7]=2)[CH:24]=[CH:23][CH:22]=1. The yield is 0.400. (9) The reactants are Br[C:2]1[C:7]([CH2:8][O:9][C:10]2[C:15]([CH:16]=[O:17])=[CH:14][C:13]([O:18][CH3:19])=[N:12][CH:11]=2)=[CH:6][CH:5]=[CH:4][N:3]=1.[CH3:20][N:21](C=O)C. The catalyst is C1C=CC([P]([Pd]([P](C2C=CC=CC=2)(C2C=CC=CC=2)C2C=CC=CC=2)([P](C2C=CC=CC=2)(C2C=CC=CC=2)C2C=CC=CC=2)[P](C2C=CC=CC=2)(C2C=CC=CC=2)C2C=CC=CC=2)(C2C=CC=CC=2)C2C=CC=CC=2)=CC=1. The product is [CH:16]([C:15]1[CH:14]=[C:13]([O:18][CH3:19])[N:12]=[CH:11][C:10]=1[O:9][CH2:8][C:7]1[C:2]([C:20]#[N:21])=[N:3][CH:4]=[CH:5][CH:6]=1)=[O:17]. The yield is 0.840. (10) The reactants are [N:1]1C=CC=CC=1.S(Cl)(Cl)=O.[CH3:11][C:12]1[C:20]([CH3:21])=[CH:19][CH:18]=[C:17]2[C:13]=1[CH:14]=[C:15]([C:27]([OH:29])=O)[N:16]2[CH2:22][CH2:23][CH2:24][C:25]#[N:26].Cl.[CH:31]1([CH2:37][CH2:38][N:39]2[C:43]([C:44]3[CH:49]=[C:48]([O:50][CH3:51])[C:47]([Cl:52])=[CH:46][C:45]=3[O:53][CH3:54])=[N:42][C:41]([NH2:55])=[N:40]2)[CH2:36][CH2:35][CH2:34][CH2:33][CH2:32]1. The catalyst is ClCCl. The product is [CH:31]1([CH2:37][CH2:38][N:39]2[C:43]([C:44]3[CH:49]=[C:48]([O:50][CH3:51])[C:47]([Cl:52])=[CH:46][C:45]=3[O:53][CH3:54])=[N:42][C:41]([NH:55][NH:1][C:27]([C:15]3[N:16]([CH2:22][CH2:23][CH2:24][C:25]#[N:26])[C:17]4[C:13]([CH:14]=3)=[C:12]([CH3:11])[C:20]([CH3:21])=[CH:19][CH:18]=4)=[O:29])=[N:40]2)[CH2:36][CH2:35][CH2:34][CH2:33][CH2:32]1. The yield is 0.870.